Dataset: Forward reaction prediction with 1.9M reactions from USPTO patents (1976-2016). Task: Predict the product of the given reaction. (1) Given the reactants [F:1][C:2]1[CH:7]=[CH:6][CH:5]=[CH:4][C:3]=1[N:8]1[CH:12]=[CH:11][N:10]=[CH:9]1.C([Li])CCC.[O:18]=[C:19]1[CH2:24][CH2:23][N:22]([C:25]([O:27][C:28]([CH3:31])([CH3:30])[CH3:29])=[O:26])[CH2:21][CH2:20]1, predict the reaction product. The product is: [F:1][C:2]1[CH:7]=[CH:6][CH:5]=[CH:4][C:3]=1[N:8]1[CH:12]=[CH:11][N:10]=[C:9]1[C:19]1([OH:18])[CH2:20][CH2:21][N:22]([C:25]([O:27][C:28]([CH3:30])([CH3:29])[CH3:31])=[O:26])[CH2:23][CH2:24]1. (2) Given the reactants [C:1]([O:5][C:6]([N:8]1[CH2:13][CH2:12][CH:11]([C:14](O)=[O:15])[CH2:10][CH2:9]1)=[O:7])([CH3:4])([CH3:3])[CH3:2].B#B.[H][H].Cl.[OH-].[Na+], predict the reaction product. The product is: [C:1]([O:5][C:6]([N:8]1[CH2:13][CH2:12][CH:11]([CH2:14][OH:15])[CH2:10][CH2:9]1)=[O:7])([CH3:4])([CH3:3])[CH3:2]. (3) Given the reactants Cl[C:2]1[N:11]=[C:10]([NH:12][CH2:13][C:14]2[CH:19]=[CH:18][C:17]([NH:20][C:21](=[O:29])[C:22]3[CH:27]=[CH:26][C:25]([F:28])=[CH:24][CH:23]=3)=[CH:16][CH:15]=2)[C:9]2[C:4](=[CH:5][CH:6]=[CH:7][CH:8]=2)[N:3]=1.[CH:30]1([NH2:35])[CH2:34][CH2:33][CH2:32][CH2:31]1, predict the reaction product. The product is: [CH:30]1([NH:35][C:2]2[N:11]=[C:10]([NH:12][CH2:13][C:14]3[CH:19]=[CH:18][C:17]([NH:20][C:21](=[O:29])[C:22]4[CH:23]=[CH:24][C:25]([F:28])=[CH:26][CH:27]=4)=[CH:16][CH:15]=3)[C:9]3[C:4](=[CH:5][CH:6]=[CH:7][CH:8]=3)[N:3]=2)[CH2:34][CH2:33][CH2:32][CH2:31]1. (4) Given the reactants [OH:1][C:2]1[C:11]2[C:6](=[C:7]([CH3:14])[C:8]([O:12][CH3:13])=[CH:9][CH:10]=2)[N:5]=[C:4]([C:15]2[S:16][CH:17]=[CH:18][N:19]=2)[CH:3]=1.C(C1N=C(C2C=C(O[CH:39]3[CH2:57][CH:56]4[N:41]([C:42](=[O:62])[CH2:43][CH2:44][CH2:45][CH2:46][CH2:47][CH2:48][CH:49]=[CH:50][CH:51]5[C:53]([C:59]([OH:61])=[O:60])([NH:54][C:55]4=[O:58])[CH2:52]5)[CH2:40]3)C3C(=CC(OC)=CC=3)N=2)SC=1)(C)C, predict the reaction product. The product is: [S:16]1[CH:17]=[CH:18][N:19]=[C:15]1[C:4]1[CH:3]=[C:2]([O:1][CH:39]2[CH2:57][CH:56]3[N:41]([C:42](=[O:62])[CH2:43][CH2:44][CH2:45][CH2:46][CH2:47][CH2:48][CH:49]=[CH:50][CH:51]4[C:53]([C:59]([OH:61])=[O:60])([NH:54][C:55]3=[O:58])[CH2:52]4)[CH2:40]2)[C:11]2[C:6](=[C:7]([CH3:14])[C:8]([O:12][CH3:13])=[CH:9][CH:10]=2)[N:5]=1. (5) Given the reactants [CH2:1]([O:3][C:4]1[N+:5]([O-])=[CH:6][C:7]2[C:12]([CH:13]=1)=[CH:11][CH:10]=[CH:9][CH:8]=2)[CH3:2].[OH-].[Na+].O=P(Cl)(Cl)[Cl:19], predict the reaction product. The product is: [Cl:19][C:6]1[C:7]2[C:12](=[CH:11][CH:10]=[CH:9][CH:8]=2)[CH:13]=[C:4]([O:3][CH2:1][CH3:2])[N:5]=1.